This data is from Reaction yield outcomes from USPTO patents with 853,638 reactions. The task is: Predict the reaction yield, written as a fraction of the theoretical maximum amount of product (1.0 means a 100% yield; for example, 0.34 means a 34% yield). The catalyst is O. The reactants are [NH2:1][C@@H:2]1[CH2:7][CH2:6][CH2:5][CH2:4][C@@H:3]1[NH2:8].Cl[CH2:10][C:11](O)=[O:12].C(=O)([O-])[O-].[K+].[K+]. The product is [NH:1]1[C@@H:2]2[C@@H:3]([CH2:4][CH2:5][CH2:6][CH2:7]2)[NH:8][CH2:10][C:11]1=[O:12]. The yield is 0.140.